Dataset: Full USPTO retrosynthesis dataset with 1.9M reactions from patents (1976-2016). Task: Predict the reactants needed to synthesize the given product. Given the product [Br:1][C:2]1[N:7]2[CH:8]=[C:9]([CH2:11][OH:12])[N:10]=[C:6]2[CH:5]=[CH:4][CH:3]=1, predict the reactants needed to synthesize it. The reactants are: [Br:1][C:2]1[N:7]2[CH:8]=[C:9]([CH:11]=[O:12])[N:10]=[C:6]2[CH:5]=[CH:4][CH:3]=1.[BH4-].[Na+].